From a dataset of Forward reaction prediction with 1.9M reactions from USPTO patents (1976-2016). Predict the product of the given reaction. Given the reactants [CH2:1]([CH:3]([C:6]1[C:7]2[N:8]([C:13]([C:17]3[S:21][C:20]([N:22]4[CH2:31][CH2:30][C:25]5(OCC[O:26]5)[CH2:24][CH2:23]4)=[N:19][C:18]=3[CH3:32])=[C:14]([CH3:16])[N:15]=2)[N:9]=[C:10]([CH3:12])[CH:11]=1)[CH2:4][CH3:5])[CH3:2].C([O-])(O)=O.[Na+], predict the reaction product. The product is: [CH2:1]([CH:3]([C:6]1[C:7]2[N:8]([C:13]([C:17]3[S:21][C:20]([N:22]4[CH2:31][CH2:30][C:25](=[O:26])[CH2:24][CH2:23]4)=[N:19][C:18]=3[CH3:32])=[C:14]([CH3:16])[N:15]=2)[N:9]=[C:10]([CH3:12])[CH:11]=1)[CH2:4][CH3:5])[CH3:2].